Dataset: Experimentally validated miRNA-target interactions with 360,000+ pairs, plus equal number of negative samples. Task: Binary Classification. Given a miRNA mature sequence and a target amino acid sequence, predict their likelihood of interaction. The miRNA is hsa-miR-6792-3p with sequence CUCCUCCACAGCCCCUGCUCAU. The protein sequence of the target gene is MAVLVVLLFFLVAGALGNEFSILRSPGSVVFRNGNWPIPGDRIPDVAALSMGFSVKEDLSWPGLAVGNLFHRPRATIMVMVKGVDKLALPAGSVISYPLENAVPFSLDSVANSIHSLFSEETPVVLQLAPSEERVYMVGKANSVFEDLSVTLRQLRNRLFQENSLLNSLPLNSLSRNNEVDLLFLSELQVLHDISSLLSRHKHLAKDHSPDLYSLELAGLDELGKRYGEDSEQFRDASKILVDALQKFADDMYSLYGGNAVVELVTVKSFDTSLVRKSRTILEAKQENTQSPYNLAYKYN.... Result: 0 (no interaction).